From a dataset of Catalyst prediction with 721,799 reactions and 888 catalyst types from USPTO. Predict which catalyst facilitates the given reaction. (1) Reactant: F[C:2]1[CH:11]=[C:10]([F:12])[CH:9]=[CH:8][C:3]=1[C:4]([O:6][CH3:7])=[O:5].[F:13][C:14]([F:21])([F:20])[CH:15]([OH:19])[CH2:16][CH:17]=[CH2:18].[H-].[Na+].Cl. The catalyst class is: 12. Product: [F:12][C:10]1[CH:9]=[CH:8][C:3]([C:4]([O:6][CH3:7])=[O:5])=[C:2]([O:19][CH:15]([CH2:16][CH:17]=[CH2:18])[C:14]([F:21])([F:20])[F:13])[CH:11]=1. (2) Product: [NH:27]1[C:35]2[C:30](=[CH:31][CH:32]=[CH:33][CH:34]=2)[C:29](/[CH:36]=[CH:6]/[C:5]2[CH:8]=[CH:9][C:2]([N:17]([CH2:18][CH2:19][N:20]3[CH2:25][CH2:24][O:23][CH2:22][CH2:21]3)[CH2:16][CH2:15][O:14][CH3:13])=[CH:3][C:4]=2[N+:10]([O-:12])=[O:11])=[N:28]1. The catalyst class is: 374. Reactant: F[C:2]1[CH:9]=[CH:8][C:5]([CH:6]=O)=[C:4]([N+:10]([O-:12])=[O:11])[CH:3]=1.[CH3:13][O:14][CH2:15][CH2:16][NH:17][CH2:18][CH2:19][N:20]1[CH2:25][CH2:24][O:23][CH2:22][CH2:21]1.[Br-].[NH:27]1[C:35]2[C:30](=[CH:31][CH:32]=[CH:33][CH:34]=2)[C:29]([CH2:36][P+](C2C=CC=CC=2)(C2C=CC=CC=2)C2C=CC=CC=2)=[N:28]1.C(=O)([O-])[O-].[K+].[K+]. (3) Reactant: Br[C:2]1[CH:3]=[C:4]([CH2:8][CH2:9][CH2:10][N:11]2[C:19](=[O:20])[C:18]3[NH:17][C:16]([Cl:21])=[N:15][C:14]=3[N:13]([CH2:22][CH2:23][CH2:24][CH2:25][CH3:26])[C:12]2=[O:27])[CH:5]=[CH:6][CH:7]=1.Cl.CN(C)CC(O)=O.C(=O)([O-])[O-].[Cs+].[Cs+].[Cl:42][C:43]1[CH:44]=[C:45]([OH:49])[CH:46]=[CH:47][CH:48]=1. Product: [Cl:21][C:16]1[NH:17][C:18]2[C:19](=[O:20])[N:11]([CH2:10][CH2:9][CH2:8][C:4]3[CH:5]=[CH:6][CH:7]=[C:2]([O:49][C:45]4[CH:46]=[CH:47][CH:48]=[C:43]([Cl:42])[CH:44]=4)[CH:3]=3)[C:12](=[O:27])[N:13]([CH2:22][CH2:23][CH2:24][CH2:25][CH3:26])[C:14]=2[N:15]=1. The catalyst class is: 185. (4) Reactant: BrC1C=C(C=CC=1)[O:5][C:6]1[CH:11]=[CH:10][C:9]([C:12]2[N:16]([CH:17]3[CH2:22][CH2:21][CH2:20][CH2:19][CH2:18]3)[C:15]3[CH:23]=[CH:24][C:25]([C:27]([O:29][CH2:30][CH3:31])=[O:28])=[CH:26][C:14]=3[N:13]=2)=[CH:8][CH:7]=1.Cl.OC1C=CC(C(=N)OC)=CC=1. Product: [CH:17]1([N:16]2[C:15]3[CH:23]=[CH:24][C:25]([C:27]([O:29][CH2:30][CH3:31])=[O:28])=[CH:26][C:14]=3[N:13]=[C:12]2[C:9]2[CH:10]=[CH:11][C:6]([OH:5])=[CH:7][CH:8]=2)[CH2:18][CH2:19][CH2:20][CH2:21][CH2:22]1. The catalyst class is: 5. (5) Reactant: [Br:1][C:2]1[C:10]2[N:9]=[CH:8][N:7]([CH2:11][C:12]3[CH:17]=[CH:16][CH:15]=[C:14]([Cl:18])[C:13]=3[CH3:19])[C:6]=2[CH:5]=[C:4]([N+:20]([O-])=O)[CH:3]=1.O.O.[Sn](Cl)Cl.Cl. Product: [Br:1][C:2]1[C:10]2[N:9]=[CH:8][N:7]([CH2:11][C:12]3[CH:17]=[CH:16][CH:15]=[C:14]([Cl:18])[C:13]=3[CH3:19])[C:6]=2[CH:5]=[C:4]([NH2:20])[CH:3]=1. The catalyst class is: 5.